This data is from Aqueous solubility values for 9,982 compounds from the AqSolDB database. The task is: Regression/Classification. Given a drug SMILES string, predict its absorption, distribution, metabolism, or excretion properties. Task type varies by dataset: regression for continuous measurements (e.g., permeability, clearance, half-life) or binary classification for categorical outcomes (e.g., BBB penetration, CYP inhibition). For this dataset (solubility_aqsoldb), we predict Y. (1) The compound is c1ccc2cnncc2c1. The Y is -0.415 log mol/L. (2) The molecule is Clc1cccc(Cl)c1-c1c(Cl)cccc1Cl. The Y is -7.39 log mol/L. (3) The drug is O=C(O)CC(=O)C(=O)O. The Y is 0.879 log mol/L. (4) The molecule is Cc1cc([N+](=O)[O-])ccc1N. The Y is -3.04 log mol/L. (5) The compound is CCCCCCN(C)N=Nc1ccc(C(=O)O)cc1. The Y is -2.52 log mol/L. (6) The compound is CCCCCCCN. The Y is -1.85 log mol/L.